Task: Predict the reactants needed to synthesize the given product.. Dataset: Full USPTO retrosynthesis dataset with 1.9M reactions from patents (1976-2016) (1) Given the product [NH2:11][C:9]1[N:8]=[CH:7][N:6]=[C:5]2[N:4]([CH:20]3[CH2:21][CH:17]([OH:16])[CH:18]=[CH:19]3)[N:3]=[C:2]([I:1])[C:10]=12, predict the reactants needed to synthesize it. The reactants are: [I:1][C:2]1[C:10]2[C:5](=[N:6][CH:7]=[N:8][C:9]=2[NH2:11])[NH:4][N:3]=1.CS(C)=O.[O:16]1[CH:18]2[CH2:19][CH:20]=[CH:21][CH:17]12. (2) Given the product [N:1]1[C:10]2[C:5](=[CH:6][CH:7]=[CH:8][CH:9]=2)[CH:4]=[CH:3][C:2]=1[CH2:11][O:12][C:13]1[CH:14]=[CH:15][C:16]([NH:19][NH2:20])=[CH:17][CH:18]=1, predict the reactants needed to synthesize it. The reactants are: [N:1]1[C:10]2[C:5](=[CH:6][CH:7]=[CH:8][CH:9]=2)[CH:4]=[CH:3][C:2]=1[CH2:11][O:12][C:13]1[CH:18]=[CH:17][C:16]([NH2:19])=[CH:15][CH:14]=1.[N:20]([O-])=O.[Na+].[Sn](Cl)(Cl)(Cl)Cl. (3) Given the product [CH2:7]([N:14]1[CH2:5][CH2:4][P:3](=[O:6])([CH2:17][CH:16]2[CH2:19][CH2:15]2)[CH2:1][CH2:2]1)[C:8]1[CH:13]=[CH:12][CH:11]=[CH:10][CH:9]=1, predict the reactants needed to synthesize it. The reactants are: [CH:1]([PH:3](=[O:6])[CH:4]=[CH2:5])=[CH2:2].[CH2:7]([NH2:14])[C:8]1[CH:13]=[CH:12][CH:11]=[CH:10][CH:9]=1.[CH2:15]1[CH2:19]O[CH2:17][CH2:16]1. (4) Given the product [CH3:13][O:12][C:5]1[CH:6]=[C:7]([CH2:9][O:10][CH3:11])[CH:8]=[C:3]([O:2][CH3:1])[C:4]=1[C:14]1[N:19]2[N:20]=[C:21]([CH2:26][CH3:27])[C:22]([NH2:23])=[C:18]2[CH:17]=[CH:16][CH:15]=1, predict the reactants needed to synthesize it. The reactants are: [CH3:1][O:2][C:3]1[CH:8]=[C:7]([CH2:9][O:10][CH3:11])[CH:6]=[C:5]([O:12][CH3:13])[C:4]=1[C:14]1[N:19]2[N:20]=[C:21]([CH2:26][CH3:27])[C:22]([N+:23]([O-])=O)=[C:18]2[CH:17]=[CH:16][CH:15]=1.C(O)C.O. (5) Given the product [CH3:2][CH2:1][N:3]([CH2:4][CH2:5][NH:6][C:7]([C:9]1[C:13]([CH3:14])=[C:12](/[CH:15]=[C:24]2/[C:23]3[CH:22]=[C:21]([F:20])[CH:29]=[CH:28][C:27]=3[NH:26][C:25]/2=[O:30])[NH:11][C:10]=1[CH3:17])=[O:8])[CH2:18][CH3:19], predict the reactants needed to synthesize it. The reactants are: [CH2:1]([N:3]([CH2:18][CH3:19])[CH2:4][CH2:5][NH:6][C:7]([C:9]1[C:13]([CH3:14])=[C:12]([CH:15]=O)[NH:11][C:10]=1[CH3:17])=[O:8])[CH3:2].[F:20][C:21]1[CH:22]=[C:23]2[C:27](=[CH:28][CH:29]=1)[NH:26][C:25](=[O:30])[CH2:24]2.C1C=CC=CC=1.N1CCCC1. (6) Given the product [F:21][C:20]([F:23])([F:22])[CH2:19][O:11][C:6]1[CH:7]=[C:8]([CH3:10])[CH:9]=[C:4]([CH3:3])[C:5]=1[CH2:12][CH:13]=[CH2:14], predict the reactants needed to synthesize it. The reactants are: [OH-].[Na+].[CH3:3][C:4]1[C:5]([CH2:12][CH:13]=[CH2:14])=[C:6]([OH:11])[CH:7]=[C:8]([CH3:10])[CH:9]=1.S(C1C=CC(C)=CC=1)(O[CH2:19][C:20]([F:23])([F:22])[F:21])(=O)=O.Cl. (7) Given the product [OH:1][C@H:2]([CH2:19][NH:20][CH2:21][C:22]1[CH:27]=[CH:26][CH:25]=[C:24]([O:28][CH3:29])[CH:23]=1)[C@@H:3]([NH:11][C:12](=[O:18])[C:47]1[CH:46]=[CH:42][CH:41]=[C:40]([C:39]([N:38]([CH3:37])[CH2:50][C:51]2[S:52][CH:53]=[C:54]([CH3:56])[N:55]=2)=[O:49])[CH:48]=1)[CH2:4][C:5]1[CH:6]=[CH:7][CH:8]=[CH:9][CH:10]=1, predict the reactants needed to synthesize it. The reactants are: [OH:1][CH:2]([CH2:19][NH:20][CH2:21][C:22]1[CH:27]=[CH:26][CH:25]=[C:24]([O:28][CH3:29])[CH:23]=1)[CH:3]([NH:11][C:12](=[O:18])OC(C)(C)C)[CH2:4][C:5]1[CH:10]=[CH:9][CH:8]=[CH:7][CH:6]=1.C(O)(C(F)(F)F)=O.[CH3:37][N:38]([CH2:50][C:51]1[S:52][CH:53]=[C:54]([CH3:56])[N:55]=1)[C:39](=[O:49])[C:40]1[CH:41]=[C:42]([CH:46]=[CH:47][CH:48]=1)C(O)=O.CCN=C=NCCCN(C)C.C1C=CC2N(O)N=NC=2C=1. (8) Given the product [F:12][C:11]1[C:2]([B:22]2[O:23][C:24]([CH3:26])([CH3:25])[C:20]([CH3:36])([CH3:19])[O:21]2)=[CH:3][CH:4]=[C:5]2[C:10]=1[N:9]=[C:8]([C:13]1[CH:18]=[CH:17][CH:16]=[CH:15][CH:14]=1)[CH:7]=[CH:6]2, predict the reactants needed to synthesize it. The reactants are: Cl[C:2]1[C:11]([F:12])=[C:10]2[C:5]([CH:6]=[CH:7][C:8]([C:13]3[CH:18]=[CH:17][CH:16]=[CH:15][CH:14]=3)=[N:9]2)=[CH:4][CH:3]=1.[CH3:19][C:20]1([CH3:36])[C:24]([CH3:26])([CH3:25])[O:23][B:22]([B:22]2[O:23][C:24]([CH3:26])([CH3:25])[C:20]([CH3:36])([CH3:19])[O:21]2)[O:21]1.C(C1C=CC=C(C(C)C)C=1N1C=CN(C2C(C(C)C)=CC=CC=2C(C)C)C1=[ClH])(C)C.C([O-])(=O)C.[K+].